From a dataset of Experimentally validated miRNA-target interactions with 360,000+ pairs, plus equal number of negative samples. Binary Classification. Given a miRNA mature sequence and a target amino acid sequence, predict their likelihood of interaction. The miRNA is hsa-miR-3168 with sequence GAGUUCUACAGUCAGAC. The protein sequence of the target gene is MSVCTLSVPVSSISPGRRCSTFGDAGILGCVSINSNTDEDDVVEGKMVAEGANKETKLPAKKKRKKGLRIKGKRRRKKLILAKKFSKDLGSGRPVADAPASLASGAPEQDEESLFEGNIEKQIYLPSTRAKTSIVWHFFHVDPQYTWRAICNLCEKSVSRGKPGSHLGTSTLQRHLQARHSPHWTRANKFGVTNGEEDFTLDLSLSPPSPGSNGSFEYIPTDSVDENRMGKKRDKSASDALRAKRGRFLIKSNIVKHALIPGTRAKTSAVWNFFYTDPQHISRAVCNICKRSVSRGRPGS.... Result: 0 (no interaction).